This data is from Full USPTO retrosynthesis dataset with 1.9M reactions from patents (1976-2016). The task is: Predict the reactants needed to synthesize the given product. (1) Given the product [Br:23][C:24]1[C:25]([CH3:36])=[C:26]([CH3:35])[C:27]2[O:31][CH:30]=[C:29]([O:13][Si:14]([C:17]([CH3:20])([CH3:19])[CH3:18])([CH3:16])[CH3:15])[C:28]=2[C:33]=1[CH3:34], predict the reactants needed to synthesize it. The reactants are: C(N(CC)CC)C.FC(F)(F)S([O:13][Si:14]([C:17]([CH3:20])([CH3:19])[CH3:18])([CH3:16])[CH3:15])(=O)=O.[Br:23][C:24]1[C:25]([CH3:36])=[C:26]([CH3:35])[C:27]2[O:31][CH2:30][C:29](=O)[C:28]=2[C:33]=1[CH3:34].O.C(=O)(O)[O-].[Na+]. (2) Given the product [CH2:12]([S:8][C:4]1[CH:5]=[CH:6][CH:7]=[C:2]([Br:1])[CH:3]=1)[C:13]1[CH:18]=[CH:17][CH:16]=[CH:15][CH:14]=1, predict the reactants needed to synthesize it. The reactants are: [Br:1][C:2]1[CH:3]=[C:4]([SH:8])[CH:5]=[CH:6][CH:7]=1.C[O-].[Na+].[CH2:12](Br)[C:13]1[CH:18]=[CH:17][CH:16]=[CH:15][CH:14]=1.[OH-].[Na+]. (3) Given the product [C:1]1([CH2:7][O:8][C:9]([NH:11][CH2:12][C:13]2[N:22]([CH:23]3[CH2:28][CH2:27][N:26]([C:29]([O:31][C:32]([CH3:34])([CH3:35])[CH3:33])=[O:30])[CH2:25][CH2:24]3)[C:17]3[CH:18]=[CH:19][CH:20]=[CH:21][C:16]=3[N:15]=2)=[O:10])[CH:2]=[CH:3][CH:4]=[CH:5][CH:6]=1, predict the reactants needed to synthesize it. The reactants are: [C:1]1([CH2:7][O:8][C:9]([NH:11][CH2:12][C:13]([NH:15][C:16]2[CH:21]=[CH:20][CH:19]=[CH:18][C:17]=2[NH:22][CH:23]2[CH2:28][CH2:27][N:26]([C:29]([O:31][C:32]([CH3:35])([CH3:34])[CH3:33])=[O:30])[CH2:25][CH2:24]2)=O)=[O:10])[CH:6]=[CH:5][CH:4]=[CH:3][CH:2]=1. (4) Given the product [NH2:8][C@H:9]1[C:18]2[C:13]3=[C:14]([C:19]4[N:20]([C:23]5[CH:24]=[C:25]([C:36]([O:38][CH3:39])=[O:37])[CH:26]=[CH:27][C:28]=5[C:29]=4[CH:30]4[CH2:35][CH2:34][CH2:33][CH2:32][CH2:31]4)[CH2:21][CH2:22][N:12]3[CH2:11][CH2:10]1)[CH:15]=[CH:16][CH:17]=2, predict the reactants needed to synthesize it. The reactants are: C(OC([NH:8][C@H:9]1[C:18]2[C:13]3=[C:14]([C:19]4[N:20]([C:23]5[CH:24]=[C:25]([C:36]([O:38][CH3:39])=[O:37])[CH:26]=[CH:27][C:28]=5[C:29]=4[CH:30]4[CH2:35][CH2:34][CH2:33][CH2:32][CH2:31]4)[CH2:21][CH2:22][N:12]3[CH2:11][CH2:10]1)[CH:15]=[CH:16][CH:17]=2)=O)(C)(C)C.Cl. (5) Given the product [CH3:23][O:22][N:21]([CH3:20])[C:15]([C:5]1[C:4](=[O:18])[C:3]([O:2][CH3:1])=[CH:8][N:7]([C:9]2[CH:10]=[CH:11][CH:12]=[CH:13][CH:14]=2)[N:6]=1)=[O:17], predict the reactants needed to synthesize it. The reactants are: [CH3:1][O:2][C:3]1[C:4](=[O:18])[C:5]([C:15]([OH:17])=O)=[N:6][N:7]([C:9]2[CH:14]=[CH:13][CH:12]=[CH:11][CH:10]=2)[CH:8]=1.Cl.[CH3:20][NH:21][O:22][CH3:23].ON1C2C=CC=CC=2N=N1.C(N(CC)CC)C. (6) Given the product [CH3:16][S:17]([NH:1][CH2:2][C:3]1[CH:4]=[CH:5][C:6]([C:7]([O:9][CH3:21])=[O:8])=[CH:10][CH:11]=1)(=[O:19])=[O:18], predict the reactants needed to synthesize it. The reactants are: [NH2:1][CH2:2][C:3]1[CH:11]=[CH:10][C:6]([C:7]([OH:9])=[O:8])=[CH:5][CH:4]=1.O=S(Cl)Cl.[CH3:16][S:17](Cl)(=[O:19])=[O:18].[CH3:21]O. (7) Given the product [CH2:1]([N:8]1[C:17](=[O:18])[C:16]2[C:11](=[N:12][C:13]([Cl:19])=[CH:14][N:15]=2)[N:10]=[C:9]1[CH:20]([N:24]1[CH2:25][C:26]([CH3:27])([CH3:28])[N:29]=[C:30]1[C:31]1[CH:36]=[CH:35][C:34]([CH3:37])=[C:33]([F:38])[CH:32]=1)[CH:21]([CH3:23])[CH3:22])[C:2]1[CH:7]=[CH:6][CH:5]=[CH:4][CH:3]=1, predict the reactants needed to synthesize it. The reactants are: [CH2:1]([N:8]1[C:17](=[O:18])[C:16]2[C:11](=[N:12][C:13]([Cl:19])=[CH:14][N:15]=2)[N:10]=[C:9]1[CH:20]([NH:24][CH2:25][C:26]([NH:29][C:30](=O)[C:31]1[CH:36]=[CH:35][C:34]([CH3:37])=[C:33]([F:38])[CH:32]=1)([CH3:28])[CH3:27])[CH:21]([CH3:23])[CH3:22])[C:2]1[CH:7]=[CH:6][CH:5]=[CH:4][CH:3]=1.